From a dataset of Full USPTO retrosynthesis dataset with 1.9M reactions from patents (1976-2016). Predict the reactants needed to synthesize the given product. (1) Given the product [S:1]1[C:5]2[CH:6]=[CH:7][CH:8]=[CH:9][C:4]=2[C:3]([N:10]2[CH2:15][CH2:14][N:13]([CH2:16][CH2:17][C:18]3[CH:23]=[CH:22][CH:21]=[CH:20][C:19]=3[N:24]([CH3:25])[C:33](=[O:35])[CH3:34])[CH2:12][CH2:11]2)=[N:2]1, predict the reactants needed to synthesize it. The reactants are: [S:1]1[C:5]2[CH:6]=[CH:7][CH:8]=[CH:9][C:4]=2[C:3]([N:10]2[CH2:15][CH2:14][N:13]([CH2:16][CH2:17][C:18]3[CH:23]=[CH:22][CH:21]=[CH:20][C:19]=3[NH:24][CH3:25])[CH2:12][CH2:11]2)=[N:2]1.C(N(CC)CC)C.[C:33](Cl)(=[O:35])[CH3:34]. (2) Given the product [Cl:1][C:2]1[CH:10]=[C:9]2[C:5]([C:6]([C:11]3[N:17]([CH2:16][CH:13]4[CH2:15][CH2:14]4)[CH:37]=[N:36][C:25]=3[C:22]3[CH:23]=[CH:24][C:19]([Cl:18])=[C:20]([Cl:38])[CH:21]=3)=[CH:7][NH:8]2)=[CH:4][CH:3]=1, predict the reactants needed to synthesize it. The reactants are: [Cl:1][C:2]1[CH:10]=[C:9]2[C:5]([C:6]([CH:11]=O)=[CH:7][NH:8]2)=[CH:4][CH:3]=1.[CH:13]1([CH2:16][NH2:17])[CH2:15][CH2:14]1.[Cl:18][C:19]1[CH:24]=[CH:23][C:22]([CH:25]([N+:36]#[C-:37])S(C2C=CC(C)=CC=2)(=O)=O)=[CH:21][C:20]=1[Cl:38].N1CCNCC1. (3) Given the product [F:12][C:3]1[S:4][C:5]2[CH:10]=[CH:9][CH:8]=[CH:7][C:6]=2[C:2]=1[CH3:1], predict the reactants needed to synthesize it. The reactants are: [CH3:1][C:2]1[C:6]2[CH:7]=[CH:8][CH:9]=[CH:10][C:5]=2[S:4][CH:3]=1.[B-](F)(F)(F)[F:12].[B-](F)(F)(F)F.C1[N+]2(CCl)CC[N+](F)(CC2)C1. (4) Given the product [CH:1]([N:14]1[CH2:17][CH:16]([CH2:18][O:19][C:20]2[C:28]([CH:29]3[CH2:31][CH2:30]3)=[CH:27][C:23]([C:24]([NH:40][S:37]([CH2:36][CH2:35][O:34][CH3:33])(=[O:39])=[O:38])=[O:25])=[C:22]([F:32])[CH:21]=2)[CH2:15]1)([C:8]1[CH:13]=[CH:12][CH:11]=[CH:10][CH:9]=1)[C:2]1[CH:7]=[CH:6][CH:5]=[CH:4][CH:3]=1, predict the reactants needed to synthesize it. The reactants are: [CH:1]([N:14]1[CH2:17][CH:16]([CH2:18][O:19][C:20]2[C:28]([CH:29]3[CH2:31][CH2:30]3)=[CH:27][C:23]([C:24](O)=[O:25])=[C:22]([F:32])[CH:21]=2)[CH2:15]1)([C:8]1[CH:13]=[CH:12][CH:11]=[CH:10][CH:9]=1)[C:2]1[CH:7]=[CH:6][CH:5]=[CH:4][CH:3]=1.[CH3:33][O:34][CH2:35][CH2:36][S:37]([NH2:40])(=[O:39])=[O:38]. (5) Given the product [CH3:1][C:2]12[CH2:3][O:4][C:5]([C:10]3[O:11][C:12]([Sn:24]([CH2:25][CH2:26][CH2:27][CH3:28])([CH2:29][CH2:30][CH2:31][CH3:32])[CH2:20][CH2:21][CH2:22][CH3:23])=[CH:13][CH:14]=3)([O:6][CH2:7]1)[O:8][CH2:9]2, predict the reactants needed to synthesize it. The reactants are: [CH3:1][C:2]12[CH2:9][O:8][C:5]([C:10]3[O:11][CH:12]=[CH:13][CH:14]=3)([O:6][CH2:7]1)[O:4][CH2:3]2.[Li]CCCC.[CH2:20]([Sn:24](Cl)([CH2:29][CH2:30][CH2:31][CH3:32])[CH2:25][CH2:26][CH2:27][CH3:28])[CH2:21][CH2:22][CH3:23]. (6) Given the product [C:1]([O:5][C:6]([N:8]1[CH2:13][CH2:12][CH2:11][CH:10]([CH2:14][O:15][C:16]2[CH:21]=[CH:20][C:19]([C:22]([F:25])([F:24])[F:23])=[CH:18][C:17]=2[NH:26][C:27]([NH:47][C:44]2[CH:43]=[N:42][C:41]([C:40]([F:39])([F:48])[F:49])=[CH:46][N:45]=2)=[O:28])[CH2:9]1)=[O:7])([CH3:4])([CH3:2])[CH3:3], predict the reactants needed to synthesize it. The reactants are: [C:1]([O:5][C:6]([N:8]1[CH2:13][CH2:12][CH2:11][CH:10]([CH2:14][O:15][C:16]2[CH:21]=[CH:20][C:19]([C:22]([F:25])([F:24])[F:23])=[CH:18][C:17]=2[NH:26][C:27](OC2C=CC([N+]([O-])=O)=CC=2)=[O:28])[CH2:9]1)=[O:7])([CH3:4])([CH3:3])[CH3:2].[F:39][C:40]([F:49])([F:48])[C:41]1[N:42]=[CH:43][C:44]([NH2:47])=[N:45][CH:46]=1. (7) Given the product [Cl:1][C:2]1[CH:7]=[CH:6][CH:5]=[C:4]([Cl:8])[C:3]=1[C:9]1[C:13]([CH2:14][O:15][C:16]2[CH:17]=[C:18]3[C:22](=[CH:23][CH:24]=2)[N:21]([CH2:25][C:26]2[CH:27]=[CH:28][C:29]([C:30]4[NH:39][N:38]=[N:37][N:31]=4)=[CH:32][CH:33]=2)[CH:20]=[CH:19]3)=[C:12]([CH:34]([CH3:36])[CH3:35])[O:11][N:10]=1, predict the reactants needed to synthesize it. The reactants are: [Cl:1][C:2]1[CH:7]=[CH:6][CH:5]=[C:4]([Cl:8])[C:3]=1[C:9]1[C:13]([CH2:14][O:15][C:16]2[CH:17]=[C:18]3[C:22](=[CH:23][CH:24]=2)[N:21]([CH2:25][C:26]2[CH:33]=[CH:32][C:29]([C:30]#[N:31])=[CH:28][CH:27]=2)[CH:20]=[CH:19]3)=[C:12]([CH:34]([CH3:36])[CH3:35])[O:11][N:10]=1.[N-:37]=[N+:38]=[N-:39].[Na+].Cl.C(N(CC)CC)C.Cl.